Dataset: Full USPTO retrosynthesis dataset with 1.9M reactions from patents (1976-2016). Task: Predict the reactants needed to synthesize the given product. (1) Given the product [Cl:1][CH2:2][CH2:3][CH2:4][CH:5]([C:7]1[S:8][CH:9]=[CH:10][CH:11]=1)[O:6][C:17]1[CH:18]=[C:13]([Cl:12])[CH:14]=[CH:15][C:16]=1[Cl:19], predict the reactants needed to synthesize it. The reactants are: [Cl:1][CH2:2][CH2:3][CH2:4][CH:5]([C:7]1[S:8][CH:9]=[CH:10][CH:11]=1)[OH:6].[Cl:12][C:13]1[CH:18]=[CH:17][C:16]([Cl:19])=[CH:15][C:14]=1O.C1(P(C2C=CC=CC=2)C2C=CC=CC=2)C=CC=CC=1.N(C(OCC)=O)=NC(OCC)=O. (2) Given the product [C:4]([NH:3][OH:2])(=[O:13])[C:5]1[C:6](=[CH:8][CH:9]=[CH:10][CH:11]=1)[OH:7], predict the reactants needed to synthesize it. The reactants are: Cl.[OH:2][NH3+:3].[C:4]([O:13]CC)(=O)[C:5]1[C:6](=[CH:8][CH:9]=[CH:10][CH:11]=1)[OH:7].